Dataset: Full USPTO retrosynthesis dataset with 1.9M reactions from patents (1976-2016). Task: Predict the reactants needed to synthesize the given product. (1) Given the product [CH2:7]([NH:9][CH:4]([CH3:5])[C:2]([CH3:6])([OH:1])[CH3:3])[CH3:8], predict the reactants needed to synthesize it. The reactants are: [O:1]1[CH:4]([CH3:5])[C:2]1([CH3:6])[CH3:3].[CH2:7]([NH2:9])[CH3:8]. (2) Given the product [C:1]([C:3]1([C:11]2[CH:16]=[CH:15][C:14]([NH:17][C:18]([C:20]3[NH:21][CH:22]=[C:23]([C:25]#[N:26])[N:24]=3)=[O:19])=[C:13]([C:35]3[CH2:40][CH2:39][C:38]([CH3:42])([CH3:41])[CH2:37][CH:36]=3)[CH:12]=2)[CH2:4][CH2:5][S:6](=[O:9])(=[O:10])[CH2:7][CH2:8]1)#[N:2], predict the reactants needed to synthesize it. The reactants are: [C:1]([C:3]1([C:11]2[CH:16]=[CH:15][C:14]([NH:17][C:18]([C:20]3[N:21](COCC[Si](C)(C)C)[CH:22]=[C:23]([C:25]#[N:26])[N:24]=3)=[O:19])=[C:13]([C:35]3[CH2:40][CH2:39][C:38]([CH3:42])([CH3:41])[CH2:37][CH:36]=3)[CH:12]=2)[CH2:8][CH2:7][S:6](=[O:10])(=[O:9])[CH2:5][CH2:4]1)#[N:2].C(O)(C(F)(F)F)=O.CCO. (3) Given the product [Cl:1][C:2]1[CH:3]=[CH:4][C:5]([S:8]([CH:11]([C:23]2[CH:28]=[C:27]([F:29])[CH:26]=[CH:25][C:24]=2[F:30])[C:12]2[N:17]=[CH:16][C:15](/[CH:18]=[CH:19]/[C:20]([NH2:35])=[O:21])=[CH:14][CH:13]=2)(=[O:10])=[O:9])=[CH:6][CH:7]=1, predict the reactants needed to synthesize it. The reactants are: [Cl:1][C:2]1[CH:7]=[CH:6][C:5]([S:8]([CH:11]([C:23]2[CH:28]=[C:27]([F:29])[CH:26]=[CH:25][C:24]=2[F:30])[C:12]2[N:17]=[CH:16][C:15](/[CH:18]=[CH:19]/[C:20](O)=[O:21])=[CH:14][CH:13]=2)(=[O:10])=[O:9])=[CH:4][CH:3]=1.S(Cl)(Cl)=O.[NH3:35]. (4) Given the product [C:11]([NH:1][C:2]1[CH:3]=[C:4]([B:8]([OH:10])[OH:9])[CH:5]=[CH:6][CH:7]=1)(=[O:14])[CH:12]=[CH2:13], predict the reactants needed to synthesize it. The reactants are: [NH2:1][C:2]1[CH:3]=[C:4]([B:8]([OH:10])[OH:9])[CH:5]=[CH:6][CH:7]=1.[C:11](Cl)(=[O:14])[CH:12]=[CH2:13]. (5) Given the product [OH:20][C:21]1[CH:22]=[C:23]2[C:24](=[CH:28][CH:29]=1)[C:25](=[O:26])[N:9]([C:7]1[CH:8]=[C:3]([O:2][CH3:1])[CH:4]=[CH:5][C:6]=1[CH2:10][CH2:11][C:12]1[CH:13]=[CH:14][C:15]([O:18][CH3:19])=[CH:16][CH:17]=1)[C:30]2=[O:31], predict the reactants needed to synthesize it. The reactants are: [CH3:1][O:2][C:3]1[CH:4]=[CH:5][C:6]([CH2:10][CH2:11][C:12]2[CH:17]=[CH:16][C:15]([O:18][CH3:19])=[CH:14][CH:13]=2)=[C:7]([NH2:9])[CH:8]=1.[OH:20][C:21]1[CH:22]=[C:23]([C:30](O)=[O:31])[C:24](=[CH:28][CH:29]=1)[C:25](O)=[O:26]. (6) Given the product [CH3:14][O:13][C:5]1[CH:6]=[C:7]([C:9]([F:12])([F:10])[F:11])[CH:8]=[C:3]([NH:1][N:2]=[CH:22][CH2:21][C:15]2[CH:20]=[CH:19][CH:18]=[CH:17][CH:16]=2)[N:4]=1, predict the reactants needed to synthesize it. The reactants are: [NH:1]([C:3]1[CH:8]=[C:7]([C:9]([F:12])([F:11])[F:10])[CH:6]=[C:5]([O:13][CH3:14])[N:4]=1)[NH2:2].[C:15]1([CH2:21][CH:22]=O)[CH:20]=[CH:19][CH:18]=[CH:17][CH:16]=1. (7) Given the product [CH2:1]([O:3][C:4](=[O:32])[CH:5]([C:10]1[CH:11]=[C:12]([C:22]2[CH:23]=[CH:24][C:25]([C:28]([F:29])([F:30])[F:31])=[CH:26][CH:27]=2)[CH:13]=[C:14]([CH:16]2[CH2:21][CH2:20][CH2:19][N:18]([S:41]([C:36]3[CH:37]=[CH:38][CH:39]=[CH:40][C:35]=3[C:34]([F:33])([F:45])[F:46])(=[O:43])=[O:42])[CH2:17]2)[CH:15]=1)[CH2:6][CH:7]([CH3:9])[CH3:8])[CH3:2], predict the reactants needed to synthesize it. The reactants are: [CH2:1]([O:3][C:4](=[O:32])[CH:5]([C:10]1[CH:11]=[C:12]([C:22]2[CH:27]=[CH:26][C:25]([C:28]([F:31])([F:30])[F:29])=[CH:24][CH:23]=2)[CH:13]=[C:14]([CH:16]2[CH2:21][CH2:20][CH2:19][NH:18][CH2:17]2)[CH:15]=1)[CH2:6][CH:7]([CH3:9])[CH3:8])[CH3:2].[F:33][C:34]([F:46])([F:45])[C:35]1[CH:40]=[CH:39][CH:38]=[CH:37][C:36]=1[S:41](Cl)(=[O:43])=[O:42].C(N(C(C)C)CC)(C)C. (8) Given the product [N+:8]([C:5]1[CH:6]=[CH:7][C:2]([N:11]2[CH2:14][CH2:13][CH2:12]2)=[CH:3][CH:4]=1)([O-:10])=[O:9], predict the reactants needed to synthesize it. The reactants are: F[C:2]1[CH:7]=[CH:6][C:5]([N+:8]([O-:10])=[O:9])=[CH:4][CH:3]=1.[NH:11]1[CH2:14][CH2:13][CH2:12]1.Cl.C([O-])([O-])=O.[K+].[K+]. (9) Given the product [F:21][C:22]([F:35])([F:34])[S:23]([O:20][C:15]1[CH:14]=[CH:13][C:12]2[C:17](=[CH:18][CH:19]=[C:10]([C@H:7]3[CH2:8][CH2:9][C@H:4]([CH2:1][CH2:2][CH3:3])[CH2:5][CH2:6]3)[CH:11]=2)[CH:16]=1)(=[O:25])=[O:24], predict the reactants needed to synthesize it. The reactants are: [CH2:1]([C@H:4]1[CH2:9][CH2:8][C@H:7]([C:10]2[CH:11]=[C:12]3[C:17](=[CH:18][CH:19]=2)[CH:16]=[C:15]([OH:20])[CH:14]=[CH:13]3)[CH2:6][CH2:5]1)[CH2:2][CH3:3].[F:21][C:22]([F:35])([F:34])[S:23](O[S:23]([C:22]([F:35])([F:34])[F:21])(=[O:25])=[O:24])(=[O:25])=[O:24].N1C=CC=CC=1.O.